From a dataset of Full USPTO retrosynthesis dataset with 1.9M reactions from patents (1976-2016). Predict the reactants needed to synthesize the given product. (1) Given the product [Cl:1][CH2:2][CH2:3][CH2:4][O:5][CH2:8][C:9]([O:11][CH2:12][CH3:13])=[O:10], predict the reactants needed to synthesize it. The reactants are: [Cl:1][CH2:2][CH2:3][CH2:4][OH:5].[N+](=[CH:8][C:9]([O:11][CH2:12][CH3:13])=[O:10])=[N-].B(F)(F)F.CCOCC. (2) Given the product [CH3:7][O:8][C:9](=[O:20])[C:10]1[CH:15]=[C:14]([N:21]2[CH2:26][CH2:25][O:24][CH2:23][CH2:22]2)[C:13]([F:17])=[CH:12][C:11]=1[O:18][CH3:19], predict the reactants needed to synthesize it. The reactants are: C(=O)([O-])[O-].[Cs+].[Cs+].[CH3:7][O:8][C:9](=[O:20])[C:10]1[CH:15]=[C:14](Br)[C:13]([F:17])=[CH:12][C:11]=1[O:18][CH3:19].[NH:21]1[CH2:26][CH2:25][O:24][CH2:23][CH2:22]1. (3) The reactants are: [CH3:1][O:2][CH:3]([C:6]1[CH:7]=[C:8]2[C:13](=[CH:14][C:15]=1[C:16]([F:19])([F:18])[F:17])[NH:12][C:11](=[O:20])[N:10]([NH:21][S:22]([CH3:25])(=[O:24])=[O:23])[C:9]2=[O:26])[CH2:4][CH3:5].[C:27](Cl)(=[O:31])[CH2:28][CH2:29][CH3:30]. Given the product [C:27]([N:21]([N:10]1[C:9](=[O:26])[C:8]2[C:13](=[CH:14][C:15]([C:16]([F:18])([F:17])[F:19])=[C:6]([CH:3]([O:2][CH3:1])[CH2:4][CH3:5])[CH:7]=2)[NH:12][C:11]1=[O:20])[S:22]([CH3:25])(=[O:23])=[O:24])(=[O:31])[CH2:28][CH2:29][CH3:30], predict the reactants needed to synthesize it. (4) Given the product [F:15][C:9]1[CH:8]=[C:7]([CH2:6][CH2:5][OH:4])[CH:12]=[CH:11][C:10]=1[C:13]#[N:14], predict the reactants needed to synthesize it. The reactants are: [Li+].[BH4-].C[O:4][C:5](=O)[CH2:6][C:7]1[CH:12]=[CH:11][C:10]([C:13]#[N:14])=[C:9]([F:15])[CH:8]=1.O. (5) Given the product [Cl:1][C:2]1[N:7]=[C:6]([CH2:8][NH:24][CH:17]([C:18]2[CH:23]=[CH:22][CH:21]=[CH:20][CH:19]=2)[CH3:16])[CH:5]=[C:4]([N:10]2[CH2:15][CH2:14][O:13][CH2:12][CH2:11]2)[N:3]=1, predict the reactants needed to synthesize it. The reactants are: [Cl:1][C:2]1[N:7]=[C:6]([CH:8]=O)[CH:5]=[C:4]([N:10]2[CH2:15][CH2:14][O:13][CH2:12][CH2:11]2)[N:3]=1.[CH3:16][CH:17]([NH2:24])[C:18]1[CH:23]=[CH:22][CH:21]=[CH:20][CH:19]=1. (6) Given the product [Cl:1][C:2]1[C:3]2[CH:18]=[C:17]([OH:19])[C:16]([OH:20])=[C:15]([N+:21]([O-:23])=[O:22])[C:4]=2[S:5][C:6]=1[C:7]([N:9]1[CH2:10][CH2:11][O:12][CH2:13][CH2:14]1)=[O:8], predict the reactants needed to synthesize it. The reactants are: [Cl:1][C:2]1[C:3]2[CH:18]=[C:17]([OH:19])[C:16]([OH:20])=[CH:15][C:4]=2[S:5][C:6]=1[C:7]([N:9]1[CH2:14][CH2:13][O:12][CH2:11][CH2:10]1)=[O:8].[N+:21]([O-])([OH:23])=[O:22]. (7) Given the product [Cl:24][CH2:10][CH2:9][CH2:8][CH2:7][CH:5]1[CH2:4][O:3][C:2]([CH3:12])([CH3:1])[O:6]1, predict the reactants needed to synthesize it. The reactants are: [CH3:1][C:2]1([CH3:12])[O:6][CH:5]([CH2:7][CH2:8][CH2:9][CH2:10]O)[CH2:4][O:3]1.CCN(C(C)C)C(C)C.S(Cl)([Cl:24])=O.C([O-])(O)=O.[Na+].